Dataset: Full USPTO retrosynthesis dataset with 1.9M reactions from patents (1976-2016). Task: Predict the reactants needed to synthesize the given product. Given the product [OH:2][CH2:3][C:5]1[CH:6]=[C:7]2[C:12](=[CH:13][CH:14]=1)[CH2:11][N:10]([C:15]([O:17][C:18]([CH3:21])([CH3:20])[CH3:19])=[O:16])[CH2:9][CH2:8]2, predict the reactants needed to synthesize it. The reactants are: C[O:2][C:3]([C:5]1[CH:6]=[C:7]2[C:12](=[CH:13][CH:14]=1)[CH2:11][N:10]([C:15]([O:17][C:18]([CH3:21])([CH3:20])[CH3:19])=[O:16])[CH2:9][CH2:8]2)=O.CO.[BH4-].[Li+].[Cl-].[NH4+].